Dataset: Peptide-MHC class I binding affinity with 185,985 pairs from IEDB/IMGT. Task: Regression. Given a peptide amino acid sequence and an MHC pseudo amino acid sequence, predict their binding affinity value. This is MHC class I binding data. The peptide sequence is KPESRPFDLI. The MHC is HLA-B35:01 with pseudo-sequence HLA-B35:01. The binding affinity (normalized) is 0.